Dataset: Forward reaction prediction with 1.9M reactions from USPTO patents (1976-2016). Task: Predict the product of the given reaction. Given the reactants [CH2:1](Br)[C:2]([C:4]1[CH:9]=[CH:8][CH:7]=[CH:6][CH:5]=1)=[O:3].[F:11][C:12]([F:42])([F:41])[C:13]1[CH:14]=[C:15]([CH:34]=[C:35]([C:37]([F:40])([F:39])[F:38])[CH:36]=1)[C:16]([N:18]1[CH2:23][CH2:22][NH:21][CH2:20][C@H:19]1[CH2:24][C:25]1[C:33]2[C:28](=[CH:29][CH:30]=[CH:31][CH:32]=2)[NH:27][CH:26]=1)=[O:17].[I-].[K+].C(N(C(C)C)CC)(C)C, predict the reaction product. The product is: [F:40][C:37]([F:38])([F:39])[C:35]1[CH:34]=[C:15]([CH:14]=[C:13]([C:12]([F:11])([F:41])[F:42])[CH:36]=1)[C:16]([N:18]1[CH2:23][CH2:22][N:21]([CH2:1][C:2]([C:4]2[CH:9]=[CH:8][CH:7]=[CH:6][CH:5]=2)=[O:3])[CH2:20][C@H:19]1[CH2:24][C:25]1[C:33]2[C:28](=[CH:29][CH:30]=[CH:31][CH:32]=2)[NH:27][CH:26]=1)=[O:17].